From a dataset of Forward reaction prediction with 1.9M reactions from USPTO patents (1976-2016). Predict the product of the given reaction. Given the reactants C(O[C:4](=[C:11]1[C:19]2[C:14](=[CH:15][CH:16]=[C:17]([N+:20]([O-:22])=[O:21])[CH:18]=2)[NH:13][C:12]1=[O:23])[C:5]1[CH:10]=[CH:9][CH:8]=[CH:7][CH:6]=1)C.[CH2:24]([O:26][C:27]([CH2:29][CH2:30][NH:31][CH2:32][C:33]1[CH:34]=[C:35]([CH:37]=[CH:38][CH:39]=1)[NH2:36])=[O:28])[CH3:25], predict the reaction product. The product is: [CH2:24]([O:26][C:27]([CH2:29][CH2:30][NH:31][CH2:32][C:33]1[CH:34]=[C:35]([NH:36]/[C:4](=[C:11]2\[C:12](=[O:23])[NH:13][C:14]3[C:19]\2=[CH:18][C:17]([N+:20]([O-:22])=[O:21])=[CH:16][CH:15]=3)/[C:5]2[CH:10]=[CH:9][CH:8]=[CH:7][CH:6]=2)[CH:37]=[CH:38][CH:39]=1)=[O:28])[CH3:25].